This data is from CYP2D6 inhibition data for predicting drug metabolism from PubChem BioAssay. The task is: Regression/Classification. Given a drug SMILES string, predict its absorption, distribution, metabolism, or excretion properties. Task type varies by dataset: regression for continuous measurements (e.g., permeability, clearance, half-life) or binary classification for categorical outcomes (e.g., BBB penetration, CYP inhibition). Dataset: cyp2d6_veith. (1) The drug is C=CCNC(=O)c1cccn1-c1ccsc1C(=O)OC. The result is 0 (non-inhibitor). (2) The compound is CCOc1cc(CNCCO)cc(Br)c1OCc1ccccc1Cl.Cl. The result is 1 (inhibitor).